This data is from Retrosynthesis with 50K atom-mapped reactions and 10 reaction types from USPTO. The task is: Predict the reactants needed to synthesize the given product. (1) Given the product CCC1c2cc(F)ccc2-c2cc(C)ccc2N1S(=O)(=O)c1ccc(OC)cc1, predict the reactants needed to synthesize it. The reactants are: CCC1c2cc(F)ccc2-c2cc(Br)ccc2N1S(=O)(=O)c1ccc(OC)cc1.CI. (2) The reactants are: ClCc1ccccc1.O=Cc1cc(F)c(O)c(F)c1. Given the product O=Cc1cc(F)c(OCc2ccccc2)c(F)c1, predict the reactants needed to synthesize it. (3) Given the product COc1cc(Cl)c(Nc2nc(Cl)nc(OC)c2[N+](=O)[O-])cc1OCc1c(F)cccc1OC, predict the reactants needed to synthesize it. The reactants are: COc1cc(Cl)c(N)cc1OCc1c(F)cccc1OC.COc1nc(Cl)nc(Cl)c1[N+](=O)[O-]. (4) Given the product CC(C)(C)NCc1c(C(C)(C)C)cc(C(C)(C)C)c(-c2ccc(Cl)cc2)c1O, predict the reactants needed to synthesize it. The reactants are: CC(C)(C)N.CC(C)(C)c1cc(C(C)(C)C)c(-c2ccc(Cl)cc2)c(O)c1C=O. (5) Given the product CCOC(=O)Nc1cc(-c2cccs2)ccc1NC(=O)OC(C)(C)C, predict the reactants needed to synthesize it. The reactants are: CC(C)(C)OC(=O)Nc1ccc(-c2cccs2)cc1N.CCOC(=O)Cl. (6) Given the product CCOC(=O)CCc1cc2ccccc2c(-c2ccccc2)n1, predict the reactants needed to synthesize it. The reactants are: CCO.O=C(O)CCc1cc2ccccc2c(-c2ccccc2)n1. (7) Given the product O=Cc1ccc(-c2ccc(CO)cc2)s1, predict the reactants needed to synthesize it. The reactants are: O=Cc1ccc(Br)s1.OCc1ccc(B(O)O)cc1. (8) The reactants are: CN(C)Cc1ccc(N)cc1C(F)(F)F.Nc1cc(Cl)ncn1. Given the product CN(C)Cc1ccc(Nc2cc(N)ncn2)cc1C(F)(F)F, predict the reactants needed to synthesize it. (9) Given the product CON=C(C(=O)O)c1csc(NC=O)n1, predict the reactants needed to synthesize it. The reactants are: CCOC(=O)C(=NOC)c1csc(NC=O)n1.